This data is from Peptide-MHC class I binding affinity with 185,985 pairs from IEDB/IMGT. The task is: Regression. Given a peptide amino acid sequence and an MHC pseudo amino acid sequence, predict their binding affinity value. This is MHC class I binding data. (1) The peptide sequence is DTLKVGNTY. The MHC is HLA-A02:01 with pseudo-sequence HLA-A02:01. The binding affinity (normalized) is 0.0847. (2) The MHC is HLA-B48:01 with pseudo-sequence HLA-B48:01. The peptide sequence is VTRPLRTMV. The binding affinity (normalized) is 0.0847. (3) The peptide sequence is HAEMQNPVY. The MHC is HLA-B58:01 with pseudo-sequence HLA-B58:01. The binding affinity (normalized) is 0.213. (4) The peptide sequence is MPLKKQILF. The MHC is HLA-B51:01 with pseudo-sequence HLA-B51:01. The binding affinity (normalized) is 0.550. (5) The peptide sequence is YPPPRYITV. The MHC is HLA-B27:05 with pseudo-sequence HLA-B27:05. The binding affinity (normalized) is 0.0847. (6) The peptide sequence is VFQPSTGNYV. The MHC is HLA-A29:02 with pseudo-sequence HLA-A29:02. The binding affinity (normalized) is 0.0422. (7) The peptide sequence is FPRVLSGYI. The MHC is HLA-B07:02 with pseudo-sequence HLA-B07:02. The binding affinity (normalized) is 0.589. (8) The peptide sequence is YYQLESTQI. The MHC is HLA-A01:01 with pseudo-sequence HLA-A01:01. The binding affinity (normalized) is 0. (9) The binding affinity (normalized) is 0. The MHC is HLA-B27:05 with pseudo-sequence HLA-B27:05. The peptide sequence is GLYSSTVPV.